From a dataset of Reaction yield outcomes from USPTO patents with 853,638 reactions. Predict the reaction yield, written as a fraction of the theoretical maximum amount of product (1.0 means a 100% yield; for example, 0.34 means a 34% yield). The reactants are [CH2:1]([O:3][C:4](=[O:29])[CH2:5][CH2:6][CH2:7][O:8][C:9]1[CH:14]=[CH:13][CH:12]=[C:11]([CH2:15][CH2:16][CH2:17][CH2:18][CH2:19][CH2:20]Br)[C:10]=1[CH2:22][CH2:23][C:24]([O:26][CH2:27][CH3:28])=[O:25])[CH3:2].[Br:30][C:31]1[CH:32]=[C:33]([C:38](=[O:40])[CH3:39])[CH:34]=[C:35]([OH:37])[CH:36]=1.C(=O)([O-])[O-].[K+].[K+]. No catalyst specified. The product is [CH2:1]([O:3][C:4](=[O:29])[CH2:5][CH2:6][CH2:7][O:8][C:9]1[CH:14]=[CH:13][CH:12]=[C:11]([CH2:15][CH2:16][CH2:17][CH2:18][CH2:19][CH2:20][O:37][C:35]2[CH:36]=[C:31]([Br:30])[CH:32]=[C:33]([C:38](=[O:40])[CH3:39])[CH:34]=2)[C:10]=1[CH2:22][CH2:23][C:24]([O:26][CH2:27][CH3:28])=[O:25])[CH3:2]. The yield is 0.790.